Dataset: Catalyst prediction with 721,799 reactions and 888 catalyst types from USPTO. Task: Predict which catalyst facilitates the given reaction. (1) Reactant: NO.Cl.[N:4]1C=CC=CC=1.O=[C:11]([C:18]1[CH:27]=[CH:26][C:25]2[C:20](=[CH:21][CH:22]=[CH:23][CH:24]=2)[N:19]=1)[CH2:12][C:13]([O:15]CC)=[O:14].[OH-].[Na+]. Product: [N:19]1[C:20]2[C:25](=[CH:24][CH:23]=[CH:22][CH:21]=2)[CH:26]=[CH:27][C:18]=1[C:11]1[CH2:12][C:13](=[O:14])[O:15][N:4]=1. The catalyst class is: 14. (2) Reactant: [F:1][C:2]1[CH:7]=[C:6]([I:8])[CH:5]=[C:4](F)[N:3]=1.[CH3:10][O-:11].[Na+]. The catalyst class is: 83. Product: [F:1][C:2]1[CH:7]=[C:6]([I:8])[CH:5]=[C:4]([O:11][CH3:10])[N:3]=1. (3) Reactant: C([O:5][C:6]([C:8]1([C:20](=[O:25])[N:21]([O:23][CH3:24])[CH3:22])[CH:10]([C:11]2[CH:16]=[CH:15][CH:14]=[CH:13][CH:12]=2)[CH:9]1[CH2:17][O:18][CH3:19])=[O:7])(C)(C)C. Product: [CH3:19][O:18][CH2:17][CH:9]1[CH:10]([C:11]2[CH:16]=[CH:15][CH:14]=[CH:13][CH:12]=2)[C:8]1([C:20](=[O:25])[N:21]([O:23][CH3:24])[CH3:22])[C:6]([OH:7])=[O:5]. The catalyst class is: 330.